From a dataset of Reaction yield outcomes from USPTO patents with 853,638 reactions. Predict the reaction yield, written as a fraction of the theoretical maximum amount of product (1.0 means a 100% yield; for example, 0.34 means a 34% yield). (1) The reactants are [CH2:1]([O:8][C:9]([NH:11][C@@H:12]([CH3:25])[CH:13]([C:15]1([C:18]([O:20][C:21]([CH3:24])([CH3:23])[CH3:22])=[O:19])[CH2:17][CH2:16]1)[OH:14])=[O:10])[C:2]1[CH:7]=[CH:6][CH:5]=[CH:4][CH:3]=1.FC(F)(F)S(O[Si:32]([C:35]([CH3:38])([CH3:37])[CH3:36])([CH3:34])[CH3:33])(=O)=O.CC1C=CC=C(C)N=1.O. The catalyst is C1COCC1. The product is [CH2:1]([O:8][C:9]([NH:11][C@@H:12]([CH3:25])[CH:13]([C:15]1([C:18]([O:20][C:21]([CH3:24])([CH3:23])[CH3:22])=[O:19])[CH2:17][CH2:16]1)[O:14][Si:32]([C:35]([CH3:38])([CH3:37])[CH3:36])([CH3:34])[CH3:33])=[O:10])[C:2]1[CH:3]=[CH:4][CH:5]=[CH:6][CH:7]=1. The yield is 0.750. (2) The reactants are [NH2:1][C@@H:2]([CH3:18])[CH2:3][N:4]1[CH:8]=[CH:7][C:6]([C:9]2[CH:16]=[CH:15][C:12]([C:13]#[N:14])=[C:11]([Cl:17])[CH:10]=2)=[N:5]1.[C:19]([C:22]1[O:23][CH:24]=[C:25]([C:27](O)=[O:28])[N:26]=1)(=[O:21])[CH3:20]. No catalyst specified. The product is [C:19]([C:22]1[O:23][CH:24]=[C:25]([C:27]([NH:1][C@@H:2]([CH3:18])[CH2:3][N:4]2[CH:8]=[CH:7][C:6]([C:9]3[CH:16]=[CH:15][C:12]([C:13]#[N:14])=[C:11]([Cl:17])[CH:10]=3)=[N:5]2)=[O:28])[N:26]=1)(=[O:21])[CH3:20]. The yield is 0.116.